This data is from Catalyst prediction with 721,799 reactions and 888 catalyst types from USPTO. The task is: Predict which catalyst facilitates the given reaction. (1) Reactant: C([O:3][C:4]([C:6]1[C:10]([Br:11])=[C:9]([C:12]2[Se:13][C:14]([Br:17])=[CH:15][CH:16]=2)[N:8]([C:18]2[CH:23]=[CH:22][C:21]([Cl:24])=[CH:20][C:19]=2[Cl:25])[N:7]=1)=[O:5])C.[OH-].[K+].O.Cl. Product: [Br:11][C:10]1[C:6]([C:4]([OH:5])=[O:3])=[N:7][N:8]([C:18]2[CH:23]=[CH:22][C:21]([Cl:24])=[CH:20][C:19]=2[Cl:25])[C:9]=1[C:12]1[Se:13][C:14]([Br:17])=[CH:15][CH:16]=1. The catalyst class is: 5. (2) Reactant: [Cl:1][C:2]1[CH:7]=[CH:6][CH:5]=[C:4]([F:8])[C:3]=1[O:9][CH3:10].[Li]CCCC.CN(C)[CH:18]=[O:19].Cl. Product: [Cl:1][C:2]1[CH:7]=[CH:6][C:5]([CH:18]=[O:19])=[C:4]([F:8])[C:3]=1[O:9][CH3:10]. The catalyst class is: 188. (3) Reactant: [CH3:1][N:2]1[CH:6]=[C:5]([C:7]2[CH:12]=[CH:11][C:10]([C:13]3[C:22]4[C:17](=[CH:18][CH:19]=[C:20]([C:23](O)=[O:24])[CH:21]=4)[CH:16]=[N:15][CH:14]=3)=[CH:9][CH:8]=2)[CH:4]=[N:3]1.CN(C(ON1N=NC2C=CC=NC1=2)=[N+](C)C)C.F[P-](F)(F)(F)(F)F.CCN(C(C)C)C(C)C.[F:59][C:60]1([CH3:64])[CH2:63][NH:62][CH2:61]1.[OH-].[Na+]. Product: [F:59][C:60]1([CH3:64])[CH2:63][N:62]([C:23]([C:20]2[CH:21]=[C:22]3[C:17](=[CH:18][CH:19]=2)[CH:16]=[N:15][CH:14]=[C:13]3[C:10]2[CH:11]=[CH:12][C:7]([C:5]3[CH:4]=[N:3][N:2]([CH3:1])[CH:6]=3)=[CH:8][CH:9]=2)=[O:24])[CH2:61]1. The catalyst class is: 3. (4) The catalyst class is: 17. Reactant: C(O[C:5](=[O:7])[CH3:6])(=O)C.[N:8]1[CH:13]=[CH:12][CH:11]=[C:10]([C:14]2[C:15]3[CH:22]=[CH:21][C:20]([NH2:23])=[CH:19][C:16]=3[S:17][CH:18]=2)[CH:9]=1. Product: [N:8]1[CH:13]=[CH:12][CH:11]=[C:10]([C:14]2[C:15]3[CH:22]=[CH:21][C:20]([NH:23][C:5](=[O:7])[CH3:6])=[CH:19][C:16]=3[S:17][CH:18]=2)[CH:9]=1. (5) Reactant: [Cl:1][C:2]1[CH:25]=[CH:24][C:5]([CH2:6][NH:7][C:8]2[C:17]3[C:12](=[C:13]([C:21]([NH2:23])=[O:22])[CH:14]=[C:15]([N+:18]([O-])=O)[CH:16]=3)[N:11]=[CH:10][N:9]=2)=[CH:4][C:3]=1[C:26]([F:29])([F:28])[F:27]. Product: [NH2:18][C:15]1[CH:16]=[C:17]2[C:12](=[C:13]([C:21]([NH2:23])=[O:22])[CH:14]=1)[N:11]=[CH:10][N:9]=[C:8]2[NH:7][CH2:6][C:5]1[CH:24]=[CH:25][C:2]([Cl:1])=[C:3]([C:26]([F:28])([F:29])[F:27])[CH:4]=1. The catalyst class is: 183. (6) Reactant: [O:1]1[CH:5]=[C:4]([C:6]([OH:8])=O)[N:3]=[CH:2]1.CCN(C(C)C)C(C)C.CN(C(ON1N=NC2C=CC=NC1=2)=[N+](C)C)C.F[P-](F)(F)(F)(F)F.[NH2:42][C:43]1[CH:48]=[CH:47][C:46]([C:49]2[S:53][C:52]([C:54]([O:56][CH3:57])=[O:55])=[C:51]([N:58]([C:62]([C@H:64]3[CH2:69][CH2:68][C@H:67]([CH3:70])[CH2:66][CH2:65]3)=[O:63])[CH:59]([CH3:61])[CH3:60])[CH:50]=2)=[CH:45][CH:44]=1. Product: [CH3:70][C@H:67]1[CH2:68][CH2:69][C@H:64]([C:62]([N:58]([CH:59]([CH3:61])[CH3:60])[C:51]2[CH:50]=[C:49]([C:46]3[CH:47]=[CH:48][C:43]([NH:42][C:6]([C:4]4[N:3]=[CH:2][O:1][CH:5]=4)=[O:8])=[CH:44][CH:45]=3)[S:53][C:52]=2[C:54]([O:56][CH3:57])=[O:55])=[O:63])[CH2:65][CH2:66]1. The catalyst class is: 3. (7) Reactant: C([Li])CCC.[S:6]1[CH:10]=[CH:9][N:8]=[CH:7]1.[CH2:11]([Sn:15](Cl)([CH2:20][CH2:21][CH2:22][CH3:23])[CH2:16][CH2:17][CH2:18][CH3:19])[CH2:12][CH2:13][CH3:14]. Product: [CH2:20]([Sn:15]([CH2:11][CH2:12][CH2:13][CH3:14])([CH2:16][CH2:17][CH2:18][CH3:19])[C:7]1[S:6][CH:10]=[CH:9][N:8]=1)[CH2:21][CH2:22][CH3:23]. The catalyst class is: 28.